Dataset: Catalyst prediction with 721,799 reactions and 888 catalyst types from USPTO. Task: Predict which catalyst facilitates the given reaction. (1) Reactant: [Cl:1][C:2]1[N:11]=[C:10]([NH:12][CH2:13][CH2:14][CH3:15])[C:9]2[C:4](=[CH:5][CH:6]=[CH:7][CH:8]=2)[N:3]=1.[CH3:16][C:17]1[CH:21]=[C:20]([CH3:22])[NH:19][N:18]=1. Product: [ClH:1].[CH3:16][C:17]1[CH:21]=[C:20]([CH3:22])[N:19]([C:2]2[N:11]=[C:10]([NH:12][CH2:13][CH2:14][CH3:15])[C:9]3[C:4](=[CH:5][CH:6]=[CH:7][CH:8]=3)[N:3]=2)[N:18]=1. The catalyst class is: 10. (2) Reactant: [N:1]1([C:7]2[CH:16]=[CH:15][CH:14]=[C:13]3[C:8]=2[CH:9]=[CH:10][C:11]([C:17]([F:20])([F:19])[F:18])=[N:12]3)[CH2:6][CH2:5][NH:4][CH2:3][CH2:2]1.O=[CH:22][CH2:23][C:24]1[C:33]2[O:32][CH2:31][C:30]3=[C:34]([C:37]([O:39][CH2:40][CH3:41])=[O:38])[N:35]=[CH:36][N:29]3[C:28]=2[CH:27]=[CH:26][CH:25]=1.C(O[BH-](OC(=O)C)OC(=O)C)(=O)C.[Na+].O. Product: [CH2:40]([O:39][C:37]([C:34]1[N:35]=[CH:36][N:29]2[C:28]3[CH:27]=[CH:26][CH:25]=[C:24]([CH2:23][CH2:22][N:4]4[CH2:5][CH2:6][N:1]([C:7]5[CH:16]=[CH:15][CH:14]=[C:13]6[C:8]=5[CH:9]=[CH:10][C:11]([C:17]([F:20])([F:18])[F:19])=[N:12]6)[CH2:2][CH2:3]4)[C:33]=3[O:32][CH2:31][C:30]=12)=[O:38])[CH3:41]. The catalyst class is: 68. (3) Reactant: Br[C:2]1[C:9]([O:10][CH2:11][CH2:12][CH2:13][Br:14])=[CH:8][CH:7]=[CH:6][C:3]=1[CH:4]=[O:5].[B:15]1([B:15]2[O:19][C:18]([CH3:21])([CH3:20])[C:17]([CH3:23])([CH3:22])[O:16]2)[O:19][C:18]([CH3:21])([CH3:20])[C:17]([CH3:23])([CH3:22])[O:16]1.CC([O-])=O.[K+]. Product: [Br:14][CH2:13][CH2:12][CH2:11][O:10][C:9]1[C:2]([B:15]2[O:19][C:18]([CH3:21])([CH3:20])[C:17]([CH3:23])([CH3:22])[O:16]2)=[C:3]([CH:6]=[CH:7][CH:8]=1)[CH:4]=[O:5]. The catalyst class is: 438. (4) Reactant: C([NH:8][S:9]([C:12]1([C:15]#[CH:16])[CH2:14][CH2:13]1)(=[O:11])=[O:10])(OC(C)(C)C)=O.C(O)(C(F)(F)F)=O. Product: [C:15]([C:12]1([S:9]([NH2:8])(=[O:11])=[O:10])[CH2:14][CH2:13]1)#[CH:16]. The catalyst class is: 2. (5) Reactant: [OH:1][C:2]1[C:6]([CH3:8])([CH3:7])[NH:5][C:4](=[O:9])[C:3]=1[C:10]1[CH:15]=[CH:14][C:13]([O:16][CH2:17][C:18]2[CH:27]=[CH:26][C:25]3[C:20](=[CH:21][CH:22]=[CH:23][CH:24]=3)[N:19]=2)=[CH:12][CH:11]=1.[S:28](O[S:28]([C:31]([F:34])([F:33])[F:32])(=[O:30])=[O:29])([C:31]([F:34])([F:33])[F:32])(=[O:30])=[O:29]. Product: [F:32][C:31]([F:34])([F:33])[S:28]([O:1][C:2]1[C:6]([CH3:8])([CH3:7])[NH:5][C:4](=[O:9])[C:3]=1[C:10]1[CH:11]=[CH:12][C:13]([O:16][CH2:17][C:18]2[CH:27]=[CH:26][C:25]3[C:20](=[CH:21][CH:22]=[CH:23][CH:24]=3)[N:19]=2)=[CH:14][CH:15]=1)(=[O:30])=[O:29]. The catalyst class is: 34. (6) Reactant: [NH2:1][C:2]1[CH:11]=[CH:10][C:5]2[N:6]=[C:7]([SH:9])[S:8][C:4]=2[CH:3]=1.[C:12]1(C)C=CC(S(OC)(=O)=O)=CC=1.[C:24](O[C:24]([C:26]([F:29])([F:28])[F:27])=[O:25])([C:26]([F:29])([F:28])[F:27])=[O:25]. Product: [CH3:12][S:9][C:7]1[S:8][C:4]2[CH:3]=[C:2]([NH:1][C:24](=[O:25])[C:26]([F:29])([F:28])[F:27])[CH:11]=[CH:10][C:5]=2[N:6]=1. The catalyst class is: 23. (7) Reactant: [O:1]=[C:2]1[C:7]2[CH:8]=[CH:9][CH:10]=[CH:11][C:6]=2[S:5][C:4]([C:12]2[N:17]=[C:16]([C:18]([O:20]C(C)(C)C)=[O:19])[CH:15]=[CH:14][CH:13]=2)=[N:3]1.C(OC(C)C)(C)C. Product: [O:1]=[C:2]1[C:7]2[CH:8]=[CH:9][CH:10]=[CH:11][C:6]=2[S:5][C:4]([C:12]2[N:17]=[C:16]([C:18]([OH:20])=[O:19])[CH:15]=[CH:14][CH:13]=2)=[N:3]1. The catalyst class is: 55. (8) Reactant: C[C:2]1[C:10]2[C:9]([NH:11][C:12](=O)OCC)=[N:8][C:7](=[S:17])[NH:6][C:5]=2S[C:3]=1[CH3:18].N[C:20](N)=S.C(O)=O.[OH-].[Na+]. Product: [CH3:12][NH:11][C:9]1[C:10]2[C:5](=[CH:20][CH:18]=[CH:3][CH:2]=2)[NH:6][C:7](=[S:17])[N:8]=1. The catalyst class is: 8. (9) Reactant: [F:1][C:2]1[CH:7]=[CH:6][C:5]([C:8](=O)/[C:9](=[N:18]\O)/[C:10]2[CH:15]=[CH:14][N:13]=[C:12]([S:16][CH3:17])[N:11]=2)=[CH:4][CH:3]=1.C([O-])(=O)C.[NH4+:25].[CH:26](=O)[C:27]1[CH:32]=[CH:31][CH:30]=[CH:29][CH:28]=1. Product: [F:1][C:2]1[CH:7]=[CH:6][C:5]([C:8]2[N:25]=[C:26]([C:27]3[CH:32]=[CH:31][CH:30]=[CH:29][CH:28]=3)[NH:18][C:9]=2[C:10]2[CH:15]=[CH:14][N:13]=[C:12]([S:16][CH3:17])[N:11]=2)=[CH:4][CH:3]=1. The catalyst class is: 15.